From a dataset of Forward reaction prediction with 1.9M reactions from USPTO patents (1976-2016). Predict the product of the given reaction. Given the reactants IC1CCCCC1.C[O:9][C:10]1[CH:18]=[CH:17][C:16]([C:19]([F:22])([F:21])[F:20])=[CH:15][C:11]=1[C:12]([OH:14])=[O:13], predict the reaction product. The product is: [OH:9][C:10]1[CH:18]=[CH:17][C:16]([C:19]([F:20])([F:21])[F:22])=[CH:15][C:11]=1[C:12]([OH:14])=[O:13].